The task is: Predict the reactants needed to synthesize the given product.. This data is from Full USPTO retrosynthesis dataset with 1.9M reactions from patents (1976-2016). (1) Given the product [CH2:1]([O:3][C:4]([C:6]1[C:7]([OH:27])=[C:8]2[C:15]([Br:16])=[C:14]([Br:17])[N:13]([CH2:18][C:19]3[CH:24]=[CH:23][CH:22]=[C:21]([O:25][CH3:26])[CH:20]=3)[C:9]2=[C:10]([C:28]#[N:29])[N:11]=1)=[O:5])[CH3:2], predict the reactants needed to synthesize it. The reactants are: [CH2:1]([O:3][C:4]([C:6]1[C:7]([OH:27])=[C:8]2[C:15]([Br:16])=[C:14]([Br:17])[N:13]([CH2:18][C:19]3[CH:24]=[CH:23][CH:22]=[C:21]([O:25][CH3:26])[CH:20]=3)[C:9]2=[C:10](Br)[N:11]=1)=[O:5])[CH3:2].[C:28]([Cu])#[N:29]. (2) Given the product [OH:20][C:4]1[C:5]([CH3:19])([CH2:6][CH2:7][CH:8]([CH3:9])[CH3:10])[CH2:11][N:12]([C:13]2[CH:14]=[CH:15][CH:16]=[CH:17][CH:18]=2)[C:39](=[O:40])[C:38]=1[C:32]1[NH:31][C:30]2[S:29][CH:28]=[C:27]([CH2:26][NH:25][S:22]([CH3:21])(=[O:23])=[O:24])[C:35]=2[S:34](=[O:37])(=[O:36])[N:33]=1, predict the reactants needed to synthesize it. The reactants are: C(O[C:4](=[O:20])[C:5]([CH3:19])([CH2:11][NH:12][C:13]1[CH:18]=[CH:17][CH:16]=[CH:15][CH:14]=1)[CH2:6][CH2:7][CH:8]([CH3:10])[CH3:9])C.[CH3:21][S:22]([NH:25][CH2:26][C:27]1[C:35]2[S:34](=[O:37])(=[O:36])[N:33]=[C:32]([CH2:38][C:39](O)=[O:40])[NH:31][C:30]=2[S:29][CH:28]=1)(=[O:24])=[O:23].Cl.CN(C)CCCN=C=NCC.[O-]CC.[Na+].C(O)C. (3) Given the product [C:7]([C:3]1[C:2]([C:9]2[CH2:10][CH2:11][N:12]([CH2:27][NH:23][C:21](=[O:22])[C:20]3[CH:24]=[CH:25][CH:26]=[C:18]([CH3:17])[CH:19]=3)[CH2:13][CH:14]=2)=[N:1][CH:6]=[CH:5][CH:4]=1)#[N:8], predict the reactants needed to synthesize it. The reactants are: [N:1]1[CH:6]=[CH:5][CH:4]=[C:3]([C:7]#[N:8])[C:2]=1[C:9]1[CH2:10][CH2:11][NH:12][CH2:13][CH:14]=1.C=O.[CH3:17][C:18]1[CH:19]=[C:20]([CH:24]=[CH:25][CH:26]=1)[C:21]([NH2:23])=[O:22].[C:27](=O)([O-])[O-].[K+].[K+]. (4) Given the product [F:8][C:9]1[C:10]([C:33]([F:34])([F:35])[F:36])=[C:11]([CH:16]2[CH2:17][CH2:18][N:19]([C:22]([C:24]3[C:32]4[CH2:31][CH2:30][N:29]([C:37](=[O:40])[CH2:38][CH3:39])[CH2:28][C:27]=4[NH:26][N:25]=3)=[O:23])[CH2:20][CH2:21]2)[CH:12]=[CH:13][C:14]=1[F:15], predict the reactants needed to synthesize it. The reactants are: FC(F)(F)C(O)=O.[F:8][C:9]1[C:10]([C:33]([F:36])([F:35])[F:34])=[C:11]([CH:16]2[CH2:21][CH2:20][N:19]([C:22]([C:24]3[C:32]4[CH2:31][CH2:30][NH:29][CH2:28][C:27]=4[NH:26][N:25]=3)=[O:23])[CH2:18][CH2:17]2)[CH:12]=[CH:13][C:14]=1[F:15].[C:37](Cl)(=[O:40])[CH2:38][CH3:39]. (5) Given the product [C:36]([C:30]1[N:31]=[C:32]([CH:33]2[CH2:35][CH2:34]2)[C:27]([O:1][C@@H:2]2[CH2:6][CH2:5][N:4]([C:7]([O:9][C:10]([CH3:13])([CH3:12])[CH3:11])=[O:8])[CH2:3]2)=[N:28][C:29]=1[NH:39][C:40]1[CH:45]=[CH:44][C:43]([N:46]2[CH2:47][CH2:48][CH:49]([N:52]3[CH2:57][CH2:56][N:55]([CH3:58])[CH2:54][CH2:53]3)[CH2:50][CH2:51]2)=[CH:42][CH:41]=1)(=[O:37])[NH2:38], predict the reactants needed to synthesize it. The reactants are: [OH:1][C@@H:2]1[CH2:6][CH2:5][N:4]([C:7]([O:9][C:10]([CH3:13])([CH3:12])[CH3:11])=[O:8])[CH2:3]1.O1CCOCC1.CC(C)([O-])C.[K+].Cl[C:27]1[N:28]=[C:29]([NH:39][C:40]2[CH:45]=[CH:44][C:43]([N:46]3[CH2:51][CH2:50][CH:49]([N:52]4[CH2:57][CH2:56][N:55]([CH3:58])[CH2:54][CH2:53]4)[CH2:48][CH2:47]3)=[CH:42][CH:41]=2)[C:30]([C:36]([NH2:38])=[O:37])=[N:31][C:32]=1[CH:33]1[CH2:35][CH2:34]1. (6) Given the product [N:12]1([C:2]2[CH:3]=[CH:4][C:5]([N+:9]([O-:11])=[O:10])=[C:6]([NH2:8])[CH:7]=2)[CH2:17][CH2:16][O:15][CH2:14][CH2:13]1, predict the reactants needed to synthesize it. The reactants are: F[C:2]1[CH:3]=[CH:4][C:5]([N+:9]([O-:11])=[O:10])=[C:6]([NH2:8])[CH:7]=1.[NH:12]1[CH2:17][CH2:16][O:15][CH2:14][CH2:13]1. (7) Given the product [Cl:1][C:2]1[CH:15]=[C:14]([F:16])[CH:13]=[CH:12][C:3]=1[CH2:4][NH:5][C:6]1[S:7][C:8](=[CH:30][C:27]2[CH:28]=[C:29]3[C:24](=[CH:25][CH:26]=2)[N:23]=[C:22]([NH:32][CH3:33])[N:21]=[C:20]3[O:19][CH2:17][CH3:18])[C:9](=[O:11])[N:10]=1, predict the reactants needed to synthesize it. The reactants are: [Cl:1][C:2]1[CH:15]=[C:14]([F:16])[CH:13]=[CH:12][C:3]=1[CH2:4][NH:5][C:6]1[S:7][CH2:8][C:9](=[O:11])[N:10]=1.[CH2:17]([O:19][C:20]1[C:29]2[C:24](=[CH:25][CH:26]=[C:27]([CH:30]=O)[CH:28]=2)[N:23]=[C:22]([NH:32][CH3:33])[N:21]=1)[CH3:18].C(O)(=O)C1C=CC=CC=1.N1CCCCC1. (8) Given the product [CH3:22][C:8]1[C:6]2[N:7]=[C:2]([S:30][CH3:29])[N:3]=[C:4]([N:23]3[CH2:28][CH2:27][O:26][CH2:25][CH2:24]3)[C:5]=2[S:10][C:9]=1[CH2:11][N:12]1[CH2:17][CH2:16][N:15]([S:18]([CH3:21])(=[O:20])=[O:19])[CH2:14][CH2:13]1, predict the reactants needed to synthesize it. The reactants are: Cl[C:2]1[N:3]=[C:4]([N:23]2[CH2:28][CH2:27][O:26][CH2:25][CH2:24]2)[C:5]2[S:10][C:9]([CH2:11][N:12]3[CH2:17][CH2:16][N:15]([S:18]([CH3:21])(=[O:20])=[O:19])[CH2:14][CH2:13]3)=[C:8]([CH3:22])[C:6]=2[N:7]=1.[CH3:29][S-:30].[Na+].CN(C=O)C. (9) The reactants are: [C:1]([C:4]12[CH2:11][CH2:10][C:7]([NH:12][CH2:13][C:14]([N:16]3[CH2:20][C@@H:19]([F:21])[CH2:18][C@H:17]3[C:22]#[N:23])=[O:15])([CH2:8][CH2:9]1)[CH2:6][CH2:5]2)(O)=[O:2].[CH:24]1([C@H:30]([NH2:32])[CH3:31])[CH2:29][CH2:28][CH2:27][CH2:26][CH2:25]1. Given the product [CH:24]1([C@H:30]([NH:32][C:1]([C:4]23[CH2:5][CH2:6][C:7]([NH:12][CH2:13][C:14]([N:16]4[CH2:20][C@@H:19]([F:21])[CH2:18][C@H:17]4[C:22]#[N:23])=[O:15])([CH2:10][CH2:11]2)[CH2:8][CH2:9]3)=[O:2])[CH3:31])[CH2:29][CH2:28][CH2:27][CH2:26][CH2:25]1, predict the reactants needed to synthesize it.